The task is: Predict the reaction yield, written as a fraction of the theoretical maximum amount of product (1.0 means a 100% yield; for example, 0.34 means a 34% yield).. This data is from Reaction yield outcomes from USPTO patents with 853,638 reactions. The reactants are Br[C:2]1[CH:3]=[C:4]([C:14]([NH:16][CH2:17][C:18]2[C:19](=[O:26])[NH:20][C:21]([CH3:25])=[CH:22][C:23]=2[CH3:24])=[O:15])[C:5]2[CH:6]=[N:7][N:8]([CH:11]([CH3:13])[CH3:12])[C:9]=2[CH:10]=1.CC1(C)C(C)(C)OB([C:35]2[CH:47]=[CH:46][C:38]([CH2:39][N:40]3[CH2:45][CH2:44][O:43][CH2:42][CH2:41]3)=[CH:37][CH:36]=2)O1.C([O-])([O-])=O.[Na+].[Na+].CCOC(C)=O. The catalyst is O1CCOCC1.C1C=CC([P]([Pd]([P](C2C=CC=CC=2)(C2C=CC=CC=2)C2C=CC=CC=2)([P](C2C=CC=CC=2)(C2C=CC=CC=2)C2C=CC=CC=2)[P](C2C=CC=CC=2)(C2C=CC=CC=2)C2C=CC=CC=2)(C2C=CC=CC=2)C2C=CC=CC=2)=CC=1. The product is [CH3:24][C:23]1[CH:22]=[C:21]([CH3:25])[NH:20][C:19](=[O:26])[C:18]=1[CH2:17][NH:16][C:14]([C:4]1[C:5]2[CH:6]=[N:7][N:8]([CH:11]([CH3:13])[CH3:12])[C:9]=2[CH:10]=[C:2]([C:35]2[CH:36]=[CH:37][C:38]([CH2:39][N:40]3[CH2:45][CH2:44][O:43][CH2:42][CH2:41]3)=[CH:46][CH:47]=2)[CH:3]=1)=[O:15]. The yield is 0.557.